This data is from Full USPTO retrosynthesis dataset with 1.9M reactions from patents (1976-2016). The task is: Predict the reactants needed to synthesize the given product. (1) Given the product [Si:10]([O:17][C@@H:18]1[CH2:19][C:20]([C:4]2[CH:5]=[CH:6][CH:7]=[C:2]([F:1])[CH:3]=2)=[N:21][CH2:22]1)([C:13]([CH3:16])([CH3:15])[CH3:14])([CH3:12])[CH3:11], predict the reactants needed to synthesize it. The reactants are: [F:1][C:2]1[CH:3]=[C:4]([Mg]Br)[CH:5]=[CH:6][CH:7]=1.[Si:10]([O:17][C@@H:18]([CH2:22]Cl)[CH2:19][C:20]#[N:21])([C:13]([CH3:16])([CH3:15])[CH3:14])([CH3:12])[CH3:11].COCCOC.[OH-].[Na+]. (2) Given the product [CH3:1][C:2]1[N:6]=[C:5]([C:7]2[S:11][C:10]([NH:12][C:24]([C:20]3[O:19][CH:23]=[CH:22][CH:21]=3)=[O:25])=[N:9][C:8]=2[C:13]2[CH:14]=[CH:15][CH:16]=[CH:17][CH:18]=2)[O:4][N:3]=1, predict the reactants needed to synthesize it. The reactants are: [CH3:1][C:2]1[N:6]=[C:5]([C:7]2[S:11][C:10]([NH2:12])=[N:9][C:8]=2[C:13]2[CH:18]=[CH:17][CH:16]=[CH:15][CH:14]=2)[O:4][N:3]=1.[O:19]1[CH:23]=[CH:22][CH:21]=[C:20]1[C:24](Cl)=[O:25]. (3) Given the product [C:1]1([C:20]2[CH:25]=[CH:24][CH:23]=[CH:22][CH:21]=2)[CH:2]=[CH:3][C:4]([NH:7][C:8]2[NH:9][C:10](=[O:19])[C:11]([C:14]([OH:16])=[O:15])=[CH:12][N:13]=2)=[CH:5][CH:6]=1, predict the reactants needed to synthesize it. The reactants are: [C:1]1([C:20]2[CH:25]=[CH:24][CH:23]=[CH:22][CH:21]=2)[CH:6]=[CH:5][C:4]([NH:7][C:8]2[NH:9][C:10](=[O:19])[C:11]([C:14]([O:16]CC)=[O:15])=[CH:12][N:13]=2)=[CH:3][CH:2]=1.[OH-].[Na+]. (4) Given the product [Si:1]([O:8][CH2:9][C@@H:10]([C:39]1[CH:44]=[CH:43][CH:42]=[CH:41][C:40]=1[Cl:45])[O:11][C:12]1[CH:16]=[C:15]([N:17]2[C:25]3[CH:24]=[C:23]([CH2:26][O:27][Si:28]([C:31]([CH3:34])([CH3:33])[CH3:32])([CH3:30])[CH3:29])[N:22]=[CH:21][C:20]=3[N:19]=[CH:18]2)[S:14][C:13]=1[C:35]([NH2:46])=[O:37])([C:4]([CH3:7])([CH3:5])[CH3:6])([CH3:2])[CH3:3], predict the reactants needed to synthesize it. The reactants are: [Si:1]([O:8][CH2:9][C@@H:10]([C:39]1[CH:44]=[CH:43][CH:42]=[CH:41][C:40]=1[Cl:45])[O:11][C:12]1[CH:16]=[C:15]([N:17]2[C:25]3[CH:24]=[C:23]([CH2:26][O:27][Si:28]([C:31]([CH3:34])([CH3:33])[CH3:32])([CH3:30])[CH3:29])[N:22]=[CH:21][C:20]=3[N:19]=[CH:18]2)[S:14][C:13]=1[C:35]([O:37]C)=O)([C:4]([CH3:7])([CH3:6])[CH3:5])([CH3:3])[CH3:2].[NH3:46].